This data is from Full USPTO retrosynthesis dataset with 1.9M reactions from patents (1976-2016). The task is: Predict the reactants needed to synthesize the given product. (1) Given the product [OH:8][C:9]1[CH:10]=[CH:11][C:12]([CH2:15][NH:16][CH2:17][CH2:18][C:19]([O:21][CH3:22])=[O:20])=[CH:13][CH:14]=1, predict the reactants needed to synthesize it. The reactants are: C([O:8][C:9]1[CH:14]=[CH:13][C:12]([CH2:15][NH:16][CH2:17][CH2:18][C:19]([O:21][CH3:22])=[O:20])=[CH:11][CH:10]=1)C1C=CC=CC=1. (2) The reactants are: Cl[C:2]1[N:7]=[N:6][C:5]([N:8]2[CH2:13][CH2:12][N:11]([C:14]([C:16]3[CH:21]=[CH:20][CH:19]=[CH:18][CH:17]=3)=[O:15])[CH2:10][C@H:9]2[CH3:22])=[C:4]2[N:23]=[CH:24][CH:25]=[CH:26][C:3]=12.[Cl:27][C:28]1[CH:33]=[CH:32][C:31](B(O)O)=[C:30]([F:37])[CH:29]=1.C(=O)([O-])[O-].[Na+].[Na+]. Given the product [Cl:27][C:28]1[CH:33]=[CH:32][C:31]([C:2]2[N:7]=[N:6][C:5]([N:8]3[CH2:13][CH2:12][N:11]([C:14]([C:16]4[CH:17]=[CH:18][CH:19]=[CH:20][CH:21]=4)=[O:15])[CH2:10][C@H:9]3[CH3:22])=[C:4]3[N:23]=[CH:24][CH:25]=[CH:26][C:3]=23)=[C:30]([F:37])[CH:29]=1, predict the reactants needed to synthesize it. (3) The reactants are: [C:1](OC(=O)C)(=[O:3])[CH3:2].[NH:8]([C:10]([CH:12]1[CH2:16][N:15]([C:17]2[CH:18]=[N:19][N:20]3[CH2:25][C@H:24]([CH3:26])[N:23]([C:27]([O:29][C:30]([CH3:33])([CH3:32])[CH3:31])=[O:28])[CH2:22][C:21]=23)[C:14](=[O:34])[CH2:13]1)=[O:11])[NH2:9]. Given the product [C:1]([NH:9][NH:8][C:10]([CH:12]1[CH2:16][N:15]([C:17]2[CH:18]=[N:19][N:20]3[CH2:25][C@H:24]([CH3:26])[N:23]([C:27]([O:29][C:30]([CH3:33])([CH3:32])[CH3:31])=[O:28])[CH2:22][C:21]=23)[C:14](=[O:34])[CH2:13]1)=[O:11])(=[O:3])[CH3:2], predict the reactants needed to synthesize it. (4) Given the product [Cl:9][C:3]1[C:4]([Cl:8])=[CH:5][CH:6]=[CH:7][C:2]=1[NH:10][C:11]1[CH:12]=[C:13]2[C:17]3=[C:18]([CH2:20][S:21][CH2:22][CH2:23][N:16]3[C@H:15]3[CH2:24][CH2:25][NH:26][CH2:27][C@@H:14]23)[CH:19]=1, predict the reactants needed to synthesize it. The reactants are: Br[C:2]1[CH:7]=[CH:6][CH:5]=[C:4]([Cl:8])[C:3]=1[Cl:9].[NH2:10][C:11]1[CH:12]=[C:13]2[C:17]3=[C:18]([CH2:20][S:21][CH2:22][CH2:23][N:16]3[C@H:15]3[CH2:24][CH2:25][N:26](C(OC(C)(C)C)=O)[CH2:27][C@@H:14]23)[CH:19]=1. (5) Given the product [NH2:5][CH2:6][CH2:7][CH2:8][CH2:9][CH2:10][CH2:11][CH2:12][C:13]([O:15][CH3:16])=[O:14], predict the reactants needed to synthesize it. The reactants are: S(Cl)(Cl)=O.[NH2:5][CH2:6][CH2:7][CH2:8][CH2:9][CH2:10][CH2:11][CH2:12][C:13]([OH:15])=[O:14].[CH3:16]O. (6) Given the product [CH3:6][O:7][CH2:8][CH2:9][CH2:10][C:11]1[N:15]([C:16]2[C:17]([CH3:25])=[C:18]([CH:22]=[CH:23][CH:24]=2)[C:19]#[N:21])[C:14]([C:26]2[CH:27]=[N:28][C:29]([C:32]3[CH:37]=[CH:36][CH:35]=[CH:34][CH:33]=3)=[CH:30][CH:31]=2)=[N:13][N:12]=1, predict the reactants needed to synthesize it. The reactants are: P(Cl)(Cl)(Cl)=O.[CH3:6][O:7][CH2:8][CH2:9][CH2:10][C:11]1[N:15]([C:16]2[C:17]([CH3:25])=[C:18]([CH:22]=[CH:23][CH:24]=2)[C:19]([NH2:21])=O)[C:14]([C:26]2[CH:27]=[N:28][C:29]([C:32]3[CH:37]=[CH:36][CH:35]=[CH:34][CH:33]=3)=[CH:30][CH:31]=2)=[N:13][N:12]=1.